Dataset: NCI-60 drug combinations with 297,098 pairs across 59 cell lines. Task: Regression. Given two drug SMILES strings and cell line genomic features, predict the synergy score measuring deviation from expected non-interaction effect. (1) Drug 1: C1C(C(OC1N2C=NC3=C(N=C(N=C32)Cl)N)CO)O. Drug 2: CC1=C(C(=O)C2=C(C1=O)N3CC4C(C3(C2COC(=O)N)OC)N4)N. Cell line: RPMI-8226. Synergy scores: CSS=42.2, Synergy_ZIP=-14.4, Synergy_Bliss=-7.99, Synergy_Loewe=-1.88, Synergy_HSA=-1.50. (2) Drug 2: CC12CCC3C(C1CCC2=O)CC(=C)C4=CC(=O)C=CC34C. Cell line: SR. Drug 1: CC1=C(C=C(C=C1)NC2=NC=CC(=N2)N(C)C3=CC4=NN(C(=C4C=C3)C)C)S(=O)(=O)N.Cl. Synergy scores: CSS=30.6, Synergy_ZIP=-1.00, Synergy_Bliss=-4.87, Synergy_Loewe=-4.39, Synergy_HSA=-4.38.